This data is from Catalyst prediction with 721,799 reactions and 888 catalyst types from USPTO. The task is: Predict which catalyst facilitates the given reaction. (1) Reactant: [Cl:1][C:2]1[CH:3]=[C:4]2[C:9](=[C:10]([F:21])[C:11]=1[C:12]1[C:17]([O:18]C)=[CH:16][CH:15]=[CH:14][C:13]=1[F:20])[N:8]=[CH:7][N:6]=[C:5]2[N:22]1[CH2:27][CH2:26][N:25]([C:28](=[O:31])[CH:29]=[CH2:30])[CH2:24][CH2:23]1.B(Br)(Br)Br. Product: [Cl:1][C:2]1[CH:3]=[C:4]2[C:9](=[C:10]([F:21])[C:11]=1[C:12]1[C:17]([OH:18])=[CH:16][CH:15]=[CH:14][C:13]=1[F:20])[N:8]=[CH:7][N:6]=[C:5]2[N:22]1[CH2:23][CH2:24][N:25]([C:28](=[O:31])[CH:29]=[CH2:30])[CH2:26][CH2:27]1. The catalyst class is: 4. (2) Reactant: Cl.[Cl:2][C:3]1[CH:4]=[C:5]2[C:9](=[CH:10][CH:11]=1)[NH:8][CH:7]=[C:6]2[CH2:12][CH2:13][NH2:14].[C:15]1([C:24]2[CH:29]=[CH:28][CH:27]=[CH:26][CH:25]=2)[CH:20]=[CH:19][C:18]([C:21](Cl)=[O:22])=[CH:17][CH:16]=1.C(N(CC)CC)C. Product: [Cl:2][C:3]1[CH:4]=[C:5]2[C:9](=[CH:10][CH:11]=1)[NH:8][CH:7]=[C:6]2[CH2:12][CH2:13][NH:14][C:21]([C:18]1[CH:19]=[CH:20][C:15]([C:24]2[CH:25]=[CH:26][CH:27]=[CH:28][CH:29]=2)=[CH:16][CH:17]=1)=[O:22]. The catalyst class is: 4. (3) Reactant: Br[C:2]1[CH:3]=[CH:4][C:5]([C:8]([NH:10][CH2:11][CH2:12][C:13]([O:15][CH2:16][CH3:17])=[O:14])=[O:9])=[N:6][CH:7]=1.[Cl:18][C:19]1[CH:20]=[CH:21][C:22]([CH:28]=[O:29])=[C:23](B(O)O)[CH:24]=1.C([O-])([O-])=O.[K+].[K+]. Product: [Cl:18][C:19]1[CH:24]=[CH:23][C:22]([CH:28]=[O:29])=[C:21]([C:2]2[CH:3]=[CH:4][C:5]([C:8]([NH:10][CH2:11][CH2:12][C:13]([O:15][CH2:16][CH3:17])=[O:14])=[O:9])=[N:6][CH:7]=2)[CH:20]=1. The catalyst class is: 151. (4) Reactant: CS(C)=O.C(Cl)(C(Cl)=O)=O.[OH:11][CH2:12][CH:13]([CH2:19][N:20]1[CH2:24][CH:23]([CH2:25][CH2:26][CH3:27])[CH2:22][C:21]1=[O:28])[C:14]([O:16][CH2:17][CH3:18])=[O:15]. The catalyst class is: 2. Product: [CH:12]([CH:13]([CH2:19][N:20]1[CH2:24][CH:23]([CH2:25][CH2:26][CH3:27])[CH2:22][C:21]1=[O:28])[C:14]([O:16][CH2:17][CH3:18])=[O:15])=[O:11]. (5) Reactant: [C:1]([C:3]1[CH:8]=[CH:7][C:6]([C:9]2[C:14]([C:15]#[N:16])=[C:13]([C:17]3[CH:22]=[CH:21][C:20]([OH:23])=[CH:19][C:18]=3[F:24])[N:12]=[C:11]3[NH:25][N:26]=[CH:27][C:10]=23)=[CH:5][CH:4]=1)#[N:2].[OH-:28].[K+].Cl. Product: [C:15]([C:14]1[C:9]([C:6]2[CH:5]=[CH:4][C:3]([C:1]([NH2:2])=[O:28])=[CH:8][CH:7]=2)=[C:10]2[CH:27]=[N:26][NH:25][C:11]2=[N:12][C:13]=1[C:17]1[CH:22]=[CH:21][C:20]([OH:23])=[CH:19][C:18]=1[F:24])#[N:16]. The catalyst class is: 371.